Dataset: Blood-brain barrier penetration binary classification data from Martins et al.. Task: Regression/Classification. Given a drug SMILES string, predict its absorption, distribution, metabolism, or excretion properties. Task type varies by dataset: regression for continuous measurements (e.g., permeability, clearance, half-life) or binary classification for categorical outcomes (e.g., BBB penetration, CYP inhibition). Dataset: bbb_martins. (1) The drug is CC1=C[C@H]2[C@@H]3C[C@@H](C)[C@](O)(C(=O)COC(=O)c4cccc(S(=O)(=O)O)c4)[C@@]3(C)C[C@H](O)[C@@H]2[C@@]2(C)Cc3cnn(-c4ccccc4)c3C=C12. The result is 1 (penetrates BBB). (2) The molecule is CCN(CC)C(=O)Nc1ccc(OCC(O)CNC(C)(C)C)c(C(C)=O)c1. The result is 1 (penetrates BBB).